Task: Predict the reaction yield, written as a fraction of the theoretical maximum amount of product (1.0 means a 100% yield; for example, 0.34 means a 34% yield).. Dataset: Reaction yield outcomes from USPTO patents with 853,638 reactions (1) The yield is 0.730. The product is [CH:26]([C:2]1[CH:3]=[N:4][N:5]([CH3:18])[C:6]=1[C:7]1[CH:8]=[C:9]([C:14]([O:16][CH3:17])=[O:15])[S:10][C:11]=1[CH2:12][CH3:13])=[CH2:27]. The catalyst is O.CC(C)([P](C(C)(C)C)([Pd][P](C(C)(C)C)(C(C)(C)C)C(C)(C)C)C(C)(C)C)C. The reactants are Br[C:2]1[CH:3]=[N:4][N:5]([CH3:18])[C:6]=1[C:7]1[CH:8]=[C:9]([C:14]([O:16][CH3:17])=[O:15])[S:10][C:11]=1[CH2:12][CH3:13].C(=O)([O-])[O-].[K+].[K+].O1CCO[CH2:27][CH2:26]1. (2) The reactants are [F:1][C:2]1[CH:3]=[C:4]([OH:9])[CH:5]=[C:6]([F:8])[CH:7]=1.C(=O)([O-])[O-].[K+].[K+].Br[CH2:17][CH:18]1[CH2:20][CH2:19]1. The catalyst is CN(C=O)C.CCOC(C)=O. The product is [CH:18]1([CH2:17][O:9][C:4]2[CH:3]=[C:2]([F:1])[CH:7]=[C:6]([F:8])[CH:5]=2)[CH2:20][CH2:19]1. The yield is 1.00. (3) The reactants are [O:1]([C:8]1[CH:23]=[CH:22][C:11]([O:12][C:13]2[C:14]3[NH:21][CH:20]=[CH:19][C:15]=3[N:16]=[CH:17][N:18]=2)=[CH:10][CH:9]=1)[C:2]1[CH:7]=[CH:6][CH:5]=[CH:4][CH:3]=1.Br[CH:25]1[CH2:28][N:27]([C:29]([O:31][C:32]([CH3:35])([CH3:34])[CH3:33])=[O:30])[CH2:26]1.CC(C)([O-])C.[Na+]. The catalyst is CN(C=O)C. The product is [O:1]([C:8]1[CH:23]=[CH:22][C:11]([O:12][C:13]2[C:14]3[N:21]([CH:25]4[CH2:26][N:27]([C:29]([O:31][C:32]([CH3:35])([CH3:34])[CH3:33])=[O:30])[CH2:28]4)[CH:20]=[CH:19][C:15]=3[N:16]=[CH:17][N:18]=2)=[CH:10][CH:9]=1)[C:2]1[CH:7]=[CH:6][CH:5]=[CH:4][CH:3]=1. The yield is 1.00. (4) The reactants are [CH3:1][O:2][C:3]1[C:25]([O:26][CH3:27])=[CH:24][C:6]2[N:7]([C:10]3[S:11][C:12]([C:21]([OH:23])=O)=[C:13]([C:15]4[CH:20]=[CH:19][CH:18]=[CH:17][CH:16]=4)[N:14]=3)[CH:8]=[N:9][C:5]=2[CH:4]=1.C(N(CC)C(C)C)C.CN(C(ON1N=NC2C=CC=NC1=2)=[N+](C)C)C.F[P-](F)(F)(F)(F)F.[NH2:60][C:61]1[CH:66]=[CH:65][CH:64]=[CH:63][CH:62]=1. The catalyst is CN(C)C=O.C(OCC)(=O)C. The product is [C:61]1([NH:60][C:21]([C:12]2[S:11][C:10]([N:7]3[C:6]4[CH:24]=[C:25]([O:26][CH3:27])[C:3]([O:2][CH3:1])=[CH:4][C:5]=4[N:9]=[CH:8]3)=[N:14][C:13]=2[C:15]2[CH:16]=[CH:17][CH:18]=[CH:19][CH:20]=2)=[O:23])[CH:66]=[CH:65][CH:64]=[CH:63][CH:62]=1. The yield is 0.864. (5) The catalyst is C(#N)C. The product is [Cl:19][CH2:2][CH2:3][CH2:4][O:5][C:6]1[CH:13]=[CH:12][C:9]([CH:10]=[O:11])=[C:8]([CH3:14])[CH:7]=1. The yield is 0.820. The reactants are I[CH2:2][CH2:3][CH2:4][O:5][C:6]1[CH:13]=[CH:12][C:9]([CH:10]=[O:11])=[C:8]([CH3:14])[CH:7]=1.BrCCC[Cl:19].CC1C=C(O)C=CC=1C=O.C([O-])([O-])=O.[K+].[K+]. (6) The reactants are C(OC([NH:8][C@H:9]1[C@@H:14]([N:15]2[CH:19]=[CH:18][N:17]=[N:16]2)[C@@H:13]([CH3:20])[CH2:12][N:11]([C:21]2[CH:26]=[CH:25][N:24]=[CH:23][C:22]=2[NH:27][C:28]([C:30]2[C:39]([NH:40]C(=O)OCC3C=CC=CC=3)=[CH:38][C:37]3[C:32](=[CH:33][C:34]([CH:51]=[CH2:52])=[CH:35][CH:36]=3)[N:31]=2)=[O:29])[CH2:10]1)=O)(C)(C)C.Cl.O1CCOCC1. The catalyst is CO.C1COCC1.[Pd]. The product is [NH2:40][C:39]1[C:30]([C:28]([NH:27][C:22]2[CH:23]=[N:24][CH:25]=[CH:26][C:21]=2[N:11]2[CH2:12][C@H:13]([CH3:20])[C@H:14]([N:15]3[CH:19]=[CH:18][N:17]=[N:16]3)[C@H:9]([NH2:8])[CH2:10]2)=[O:29])=[N:31][C:32]2[C:37]([CH:38]=1)=[CH:36][CH:35]=[C:34]([CH2:51][CH3:52])[CH:33]=2. The yield is 0.660. (7) The reactants are [C:1](N1C=CN=C1)([N:3]1C=CN=C1)=O.[Cl:13][C:14]1[CH:15]=[CH:16][C:17](F)=[C:18]([C:20]2[N:21]=[C:22]([NH:30][C:31]3[C:36]([C:37](O)=[O:38])=[CH:35][N:34]=[CH:33][CH:32]=3)[C:23]3[CH:29]=[CH:28][CH:27]=[N:26][C:24]=3[N:25]=2)[CH:19]=1.[CH3:41][NH2:42]. The catalyst is CN(C=O)C. The product is [Cl:13][C:14]1[CH:15]=[CH:16][C:17]([NH:42][CH3:41])=[C:18]([C:20]2[N:21]=[C:22]([NH:30][C:31]3[C:36]([C:37]([NH:3][CH3:1])=[O:38])=[CH:35][N:34]=[CH:33][CH:32]=3)[C:23]3[CH:29]=[CH:28][CH:27]=[N:26][C:24]=3[N:25]=2)[CH:19]=1. The yield is 0.190.